This data is from CYP3A4 inhibition data for predicting drug metabolism from PubChem BioAssay. The task is: Regression/Classification. Given a drug SMILES string, predict its absorption, distribution, metabolism, or excretion properties. Task type varies by dataset: regression for continuous measurements (e.g., permeability, clearance, half-life) or binary classification for categorical outcomes (e.g., BBB penetration, CYP inhibition). Dataset: cyp3a4_veith. (1) The compound is CC(C)CNC(=S)NC1CC2CCCC(C1)N2Cc1ccco1. The result is 0 (non-inhibitor). (2) The molecule is NC[C@H]1O[C@@H](n2cnc3c(=O)[nH]c(N)nc32)[C@@H](O)[C@@H]1O. The result is 0 (non-inhibitor). (3) The compound is O=S(=O)(c1cnccc1N1CCN(/N=C/c2ccccc2)CC1)N1CCCCC1. The result is 1 (inhibitor).